This data is from Full USPTO retrosynthesis dataset with 1.9M reactions from patents (1976-2016). The task is: Predict the reactants needed to synthesize the given product. (1) Given the product [CH2:1]([N:8]1[CH:12]=[C:11]([CH2:13][OH:14])[C:10]([O:18][CH2:19][C:20]2[CH:25]=[CH:24][C:23]([O:26][CH2:27][C:28]3[N:29]=[C:30]([C:34]4[O:35][CH:36]=[CH:37][CH:38]=4)[O:31][C:32]=3[CH3:33])=[C:22]([O:39][CH2:40][CH3:41])[CH:21]=2)=[N:9]1)[C:2]1[CH:3]=[CH:4][CH:5]=[CH:6][CH:7]=1, predict the reactants needed to synthesize it. The reactants are: [CH2:1]([N:8]1[CH:12]=[C:11]([C:13](OCC)=[O:14])[C:10]([O:18][CH2:19][C:20]2[CH:25]=[CH:24][C:23]([O:26][CH2:27][C:28]3[N:29]=[C:30]([C:34]4[O:35][CH:36]=[CH:37][CH:38]=4)[O:31][C:32]=3[CH3:33])=[C:22]([O:39][CH2:40][CH3:41])[CH:21]=2)=[N:9]1)[C:2]1[CH:7]=[CH:6][CH:5]=[CH:4][CH:3]=1.[H-].[Al+3].[Li+].[H-].[H-].[H-].O.O.O.O.O.O.O.O.O.O.S([O-])([O-])(=O)=O.[Na+].[Na+]. (2) Given the product [CH2:17]([O:19][C:20]([C:22]1([CH2:36][O:37][CH2:38][C:39]2[CH:44]=[CH:43][CH:42]=[CH:41][CH:40]=2)[CH2:27][CH2:26][N:25]([C:28]([O:30][C:31]([CH3:33])([CH3:32])[CH3:34])=[O:29])[CH2:24][CH2:23]1)=[O:21])[CH3:18], predict the reactants needed to synthesize it. The reactants are: [Li+].CC([N-]C(C)C)C.C(C1C=CC=CC=1)C.[CH2:17]([O:19][C:20]([CH:22]1[CH2:27][CH2:26][N:25]([C:28]([O:30][C:31]([CH3:34])([CH3:33])[CH3:32])=[O:29])[CH2:24][CH2:23]1)=[O:21])[CH3:18].Cl[CH2:36][O:37][CH2:38][C:39]1[CH:44]=[CH:43][CH:42]=[CH:41][CH:40]=1.